This data is from Catalyst prediction with 721,799 reactions and 888 catalyst types from USPTO. The task is: Predict which catalyst facilitates the given reaction. (1) Reactant: [NH2:1][C@H:2]([CH2:33]O)[CH2:3][CH2:4][C:5]1[C:10]([F:11])=[CH:9][N:8]=[CH:7][C:6]=1[NH:12][C:13](=[O:32])[C@@H:14]([N:29]=[N+:30]=[N-:31])[C@@H:15]([C:22]1[CH:27]=[CH:26][C:25]([Cl:28])=[CH:24][CH:23]=1)[CH:16]1[CH2:21][CH2:20][O:19][CH2:18][CH2:17]1.C(N(CC)CC)C.[CH3:42][O:43][C:44]1[CH:49]=[CH:48][C:47]([S:50](Cl)(=[O:52])=[O:51])=[CH:46][CH:45]=1.CS(Cl)(=O)=O. Product: [N:29]([C@@H:14]([C@@H:15]([C:22]1[CH:27]=[CH:26][C:25]([Cl:28])=[CH:24][CH:23]=1)[CH:16]1[CH2:17][CH2:18][O:19][CH2:20][CH2:21]1)[C:13]([NH:12][C:6]1[CH:7]=[N:8][CH:9]=[C:10]([F:11])[C:5]=1[CH2:4][CH2:3][CH:2]1[CH2:33][N@@:1]1[S:50]([C:47]1[CH:46]=[CH:45][C:44]([O:43][CH3:42])=[CH:49][CH:48]=1)(=[O:52])=[O:51])=[O:32])=[N+:30]=[N-:31]. The catalyst class is: 154. (2) Reactant: Cl.[CH3:2][O:3][C:4](=[O:11])[C@H:5]([CH2:7][CH:8]([CH3:10])[CH3:9])[NH2:6].[O-]S([O-])(=O)=O.[Mg+2].[CH:18](=O)[CH2:19][CH2:20][CH2:21][CH2:22][CH2:23][CH2:24][CH2:25][CH2:26][CH3:27].CCN(CC)CC.[BH4-].[Na+]. Product: [CH2:18]([NH:6][C@@H:5]([CH2:7][CH:8]([CH3:10])[CH3:9])[C:4]([O:3][CH3:2])=[O:11])[CH2:19][CH2:20][CH2:21][CH2:22][CH2:23][CH2:24][CH2:25][CH2:26][CH3:27]. The catalyst class is: 92. (3) Reactant: [N:1]([CH2:4][C:5]1[CH:6]=[N:7][CH:8]=[C:9]([O:11][CH2:12][C:13]2[CH:18]=[CH:17][CH:16]=[CH:15][CH:14]=2)[CH:10]=1)=[N+]=[N-].[H-].[H-].[H-].[H-].[Li+].[Al+3]. Product: [CH2:12]([O:11][C:9]1[CH:10]=[C:5]([CH2:4][NH2:1])[CH:6]=[N:7][CH:8]=1)[C:13]1[CH:14]=[CH:15][CH:16]=[CH:17][CH:18]=1. The catalyst class is: 1.